From a dataset of Reaction yield outcomes from USPTO patents with 853,638 reactions. Predict the reaction yield, written as a fraction of the theoretical maximum amount of product (1.0 means a 100% yield; for example, 0.34 means a 34% yield). (1) The reactants are [F:1][C:2]1[CH:17]=[CH:16][C:5]([CH2:6][N:7]2[CH2:14][CH:13]3[NH:15][CH:9]([CH2:10][O:11][CH2:12]3)[CH2:8]2)=[CH:4][CH:3]=1.[Cl:18][CH2:19][C:20](Cl)=[O:21].C([O-])([O-])=O.[Na+].[Na+]. The catalyst is C(Cl)Cl. The product is [Cl:18][CH2:19][C:20]([N:15]1[CH:9]2[CH2:8][N:7]([CH2:6][C:5]3[CH:16]=[CH:17][C:2]([F:1])=[CH:3][CH:4]=3)[CH2:14][CH:13]1[CH2:12][O:11][CH2:10]2)=[O:21]. The yield is 0.980. (2) The reactants are [CH2:1]([O:3][C:4](=[O:18])[CH2:5][NH:6][CH2:7][C:8]1[CH:13]=[C:12]([Cl:14])[CH:11]=[CH:10][C:9]=1[N+:15]([O-:17])=[O:16])[CH3:2].[C:19](O[C:19]([O:21][C:22]([CH3:25])([CH3:24])[CH3:23])=[O:20])([O:21][C:22]([CH3:25])([CH3:24])[CH3:23])=[O:20]. The catalyst is ClCCl. The product is [CH2:1]([O:3][C:4](=[O:18])[CH2:5][N:6]([C:19]([O:21][C:22]([CH3:25])([CH3:24])[CH3:23])=[O:20])[CH2:7][C:8]1[CH:13]=[C:12]([Cl:14])[CH:11]=[CH:10][C:9]=1[N+:15]([O-:17])=[O:16])[CH3:2]. The yield is 0.510.